Dataset: Reaction yield outcomes from USPTO patents with 853,638 reactions. Task: Predict the reaction yield, written as a fraction of the theoretical maximum amount of product (1.0 means a 100% yield; for example, 0.34 means a 34% yield). (1) The reactants are Br[C:2]1[CH:3]=[C:4]([CH:20]=[CH:21][CH:22]=1)[O:5][CH2:6][CH:7]([OH:19])[CH2:8][N:9]1[CH2:18][CH2:17][C:16]2[C:11](=[CH:12][CH:13]=[CH:14][CH:15]=2)[CH2:10]1.[CH3:23][N:24]1[C:28]2[CH:29]=[C:30](B3OC(C)(C)C(C)(C)O3)[CH:31]=[CH:32][C:27]=2[N:26]=[CH:25]1.C([O-])([O-])=O.[Cs+].[Cs+]. The catalyst is C1C=CC(P(C2C=CC=CC=2)[C-]2C=CC=C2)=CC=1.C1C=CC(P(C2C=CC=CC=2)[C-]2C=CC=C2)=CC=1.Cl[Pd]Cl.[Fe+2].O1CCOCC1.O. The product is [CH2:10]1[C:11]2[C:16](=[CH:15][CH:14]=[CH:13][CH:12]=2)[CH2:17][CH2:18][N:9]1[CH2:8][CH:7]([OH:19])[CH2:6][O:5][C:4]1[CH:20]=[CH:21][CH:22]=[C:2]([C:30]2[CH:31]=[CH:32][C:27]3[N:26]=[CH:25][N:24]([CH3:23])[C:28]=3[CH:29]=2)[CH:3]=1. The yield is 0.260. (2) The reactants are [F:1][C:2]([F:9])([F:8])[C:3]1([OH:7])[CH2:6][CH2:5][CH2:4]1.N1C=CC=CC=1.Cl[C:17]([O:19][C:20]1[CH:25]=[CH:24][C:23]([N+:26]([O-:28])=[O:27])=[CH:22][CH:21]=1)=[O:18]. The catalyst is ClCCl. The product is [F:1][C:2]([F:9])([F:8])[C:3]1([O:7][C:17](=[O:18])[O:19][C:20]2[CH:21]=[CH:22][C:23]([N+:26]([O-:28])=[O:27])=[CH:24][CH:25]=2)[CH2:6][CH2:5][CH2:4]1. The yield is 0.480. (3) The reactants are O[C:2]1[C:3]([C:11]2([CH2:34][OH:35])[C:19]3[C:14](=[CH:15][CH:16]=[CH:17][CH:18]=3)[N:13]([CH2:20][CH2:21][N:22]3[C:30](=[O:31])[C:29]4[C:24](=[CH:25][CH:26]=[CH:27][CH:28]=4)[C:23]3=[O:32])[C:12]2=[O:33])=[CH:4][C:5]2[O:9][CH2:8][O:7][C:6]=2[CH:10]=1.C1(CCN2C3C(=CC=CC=3)C(C3C(O)=CC4OCOC=4C=3)(CO)C2=O)CC1. No catalyst specified. The product is [O:33]=[C:12]1[C:11]2([C:3]3=[CH:4][C:5]4[O:9][CH2:8][O:7][C:6]=4[CH:10]=[C:2]3[O:35][CH2:34]2)[C:19]2[C:14](=[CH:15][CH:16]=[CH:17][CH:18]=2)[N:13]1[CH2:20][CH2:21][N:22]1[C:30](=[O:31])[C:29]2[C:24](=[CH:25][CH:26]=[CH:27][CH:28]=2)[C:23]1=[O:32]. The yield is 0.610. (4) The reactants are [F:1][C:2]1[C:3]([CH2:14][N:15]([CH3:23])[C:16](=[O:22])[O:17][C:18]([CH3:21])([CH3:20])[CH3:19])=[CH:4][NH:5][C:6]=1[C:7]1[C:8]([F:13])=[N:9][CH:10]=[CH:11][CH:12]=1.[H-].[Na+].C1OCCOCCOCCOCCOC1.[CH3:41][N:42]1[CH:46]=[C:45]([S:47](Cl)(=[O:49])=[O:48])[CH:44]=[N:43]1. The catalyst is O1CCCC1.C(=O)([O-])O.[Na+]. The product is [F:1][C:2]1[C:3]([CH2:14][N:15]([CH3:23])[C:16](=[O:22])[O:17][C:18]([CH3:19])([CH3:20])[CH3:21])=[CH:4][N:5]([S:47]([C:45]2[CH:44]=[N:43][N:42]([CH3:41])[CH:46]=2)(=[O:49])=[O:48])[C:6]=1[C:7]1[C:8]([F:13])=[N:9][CH:10]=[CH:11][CH:12]=1. The yield is 0.980. (5) The reactants are [C:1]1([S:7][C:8]2[CH:13]=[CH:12][C:11]([O:14][CH2:15][CH2:16][O:17][CH2:18][CH2:19][O:20][CH3:21])=[CH:10][CH:9]=2)[CH:6]=[CH:5][CH:4]=[CH:3][CH:2]=1.OO.O.O.O.O.O.S([O-])([O-])(=[O:31])=S.[Na+].[Na+]. The catalyst is C(O)(=O)C.O.C(OCC)(=O)C.C1(C)C=CC=CC=1. The product is [C:1]1([S:7]([C:8]2[CH:13]=[CH:12][C:11]([O:14][CH2:15][CH2:16][O:17][CH2:18][CH2:19][O:20][CH3:21])=[CH:10][CH:9]=2)=[O:31])[CH:6]=[CH:5][CH:4]=[CH:3][CH:2]=1. The yield is 0.920. (6) The reactants are [NH2:1][C:2]1[N:7]([C:8]2[CH:13]=[CH:12][C:11]([CH2:14][C:15]([NH:17][C:18]([CH3:27])([C:20]([O:22]C(C)(C)C)=[O:21])[CH3:19])=[O:16])=[CH:10][CH:9]=2)[C:6](=[O:28])[CH:5]=[CH:4][C:3]=1[C:29](=[O:38])[C:30]1[CH:35]=[CH:34][C:33]([F:36])=[CH:32][C:31]=1[F:37].C(O)(C(F)(F)F)=O.CCOCC. The catalyst is C(Cl)Cl. The product is [NH2:1][C:2]1[N:7]([C:8]2[CH:13]=[CH:12][C:11]([CH2:14][C:15]([NH:17][C:18]([CH3:19])([C:20]([OH:22])=[O:21])[CH3:27])=[O:16])=[CH:10][CH:9]=2)[C:6](=[O:28])[CH:5]=[CH:4][C:3]=1[C:29](=[O:38])[C:30]1[CH:35]=[CH:34][C:33]([F:36])=[CH:32][C:31]=1[F:37]. The yield is 0.940. (7) The reactants are [CH:1]1([N:7]2[C:11]([CH2:12][O:13][CH3:14])=[C:10]([C:15]([O:17]C)=[O:16])[CH:9]=[N:8]2)[CH2:6][CH2:5][CH2:4][CH2:3][CH2:2]1.O.O.[OH-].[Li+]. The catalyst is CO. The product is [CH:1]1([N:7]2[C:11]([CH2:12][O:13][CH3:14])=[C:10]([C:15]([OH:17])=[O:16])[CH:9]=[N:8]2)[CH2:2][CH2:3][CH2:4][CH2:5][CH2:6]1. The yield is 0.839. (8) The reactants are Cl[CH2:2][C:3]1[C:4]([CH3:18])=[N:5][C:6]([O:16][CH3:17])=[C:7]([C:9]2[CH:14]=[CH:13][CH:12]=[C:11]([Cl:15])[CH:10]=2)[CH:8]=1.[NH:19]1[CH:23]=[N:22][CH:21]=[N:20]1.C(=O)([O-])[O-].[Cs+].[Cs+]. The catalyst is CC(C)=O. The product is [Cl:15][C:11]1[CH:10]=[C:9]([C:7]2[C:6]([O:16][CH3:17])=[N:5][C:4]([CH3:18])=[C:3]([CH2:2][N:19]3[CH:23]=[N:22][CH:21]=[N:20]3)[CH:8]=2)[CH:14]=[CH:13][CH:12]=1. The yield is 0.840.